Dataset: NCI-60 drug combinations with 297,098 pairs across 59 cell lines. Task: Regression. Given two drug SMILES strings and cell line genomic features, predict the synergy score measuring deviation from expected non-interaction effect. (1) Drug 1: C1=CC(=CC=C1CCCC(=O)O)N(CCCl)CCCl. Drug 2: CC12CCC3C(C1CCC2OP(=O)(O)O)CCC4=C3C=CC(=C4)OC(=O)N(CCCl)CCCl.[Na+]. Cell line: HCT116. Synergy scores: CSS=24.5, Synergy_ZIP=-13.4, Synergy_Bliss=-16.0, Synergy_Loewe=-28.3, Synergy_HSA=-14.5. (2) Drug 1: C1CCC(CC1)NC(=O)N(CCCl)N=O. Drug 2: CN(C)C1=NC(=NC(=N1)N(C)C)N(C)C. Cell line: MALME-3M. Synergy scores: CSS=13.3, Synergy_ZIP=0.570, Synergy_Bliss=9.77, Synergy_Loewe=0.611, Synergy_HSA=4.19.